This data is from Antibody developability classification from SAbDab with 2,409 antibodies. The task is: Regression/Classification. Given an antibody's heavy chain and light chain sequences, predict its developability. TAP uses regression for 5 developability metrics; SAbDab uses binary classification. The antibody is ['EVKLVESGGGLVKPGGSLKLSCAASGFSFRNYGMSWVRQTPEKRLEWVASISYGGLIYYPDSIKGRFTISRDIAQNILYLQMSSLRSEDTAMYHCIRGDSFLVWFTFWGQGTLVTVSA', 'DVLMTQTPLSLPVSLGDQVSIFCTSSQTIVHTNGNTYLEWYLQKPGQSPKLLIYKVSNRFSGVPDRFSGSGSGTDFTLKISRVETEDLGIYYCFQGSHFPLAFGAGTKLELK']. Result: 0 (not developable).